From a dataset of Reaction yield outcomes from USPTO patents with 853,638 reactions. Predict the reaction yield, written as a fraction of the theoretical maximum amount of product (1.0 means a 100% yield; for example, 0.34 means a 34% yield). (1) The reactants are [CH2:1]([O:8][C:9]1[CH:10]=[C:11]([CH2:25][C:26](O)=[O:27])[CH:12]=[C:13]([C:15]2[CH:20]=[CH:19][C:18]([C:21]([F:24])([F:23])[F:22])=[CH:17][CH:16]=2)[CH:14]=1)[C:2]1[CH:7]=[CH:6][CH:5]=[CH:4][CH:3]=1.CN1CCOCC1.CC(C)(C)C(Cl)=O.[CH2:43]([C@@H:50]1[CH2:54][O:53][C:52](=[O:55])[NH:51]1)[C:44]1[CH:49]=[CH:48][CH:47]=[CH:46][CH:45]=1.[Li]CCCC. The catalyst is C1COCC1. The product is [CH2:43]([CH:50]1[CH2:54][O:53][C:52](=[O:55])[N:51]1[C:26](=[O:27])[CH2:25][C:11]1[CH:12]=[C:13]([C:15]2[CH:20]=[CH:19][C:18]([C:21]([F:23])([F:22])[F:24])=[CH:17][CH:16]=2)[CH:14]=[C:9]([O:8][CH2:1][C:2]2[CH:7]=[CH:6][CH:5]=[CH:4][CH:3]=2)[CH:10]=1)[C:44]1[CH:45]=[CH:46][CH:47]=[CH:48][CH:49]=1. The yield is 0.720. (2) The reactants are [C:1]1([CH2:7][CH2:8][CH2:9][C:10]([O:12][CH3:13])=[O:11])[CH:6]=[CH:5][CH:4]=[CH:3][CH:2]=1.Br[CH2:15]/[CH:16]=[CH:17]/[C:18]1[CH:23]=[CH:22][CH:21]=[CH:20][CH:19]=1. No catalyst specified. The product is [C:18]1(/[CH:17]=[CH:16]/[CH2:15][CH:9]([CH2:8][CH2:7][C:1]2[CH:6]=[CH:5][CH:4]=[CH:3][CH:2]=2)[C:10]([O:12][CH3:13])=[O:11])[CH:23]=[CH:22][CH:21]=[CH:20][CH:19]=1. The yield is 0.410. (3) The reactants are [Cl:1][C:2]1[CH:18]=[C:17](I)[CH:16]=[CH:15][C:3]=1[O:4][Si:5]([CH:12]([CH3:14])[CH3:13])([CH:9]([CH3:11])[CH3:10])[CH:6]([CH3:8])[CH3:7].[C:20]([C:24]1[CH:28]=[C:27]([NH2:29])[NH:26][N:25]=1)([CH3:23])([CH3:22])[CH3:21].CN[C@@H]1CCCC[C@H]1NC.C(=O)([O-])[O-].[K+].[K+]. The catalyst is C1(C)C=CC=CC=1.[Cu]I. The product is [C:20]([C:24]1[CH:28]=[C:27]([NH2:29])[N:26]([C:17]2[CH:16]=[CH:15][C:3]([O:4][Si:5]([CH:12]([CH3:14])[CH3:13])([CH:9]([CH3:11])[CH3:10])[CH:6]([CH3:8])[CH3:7])=[C:2]([Cl:1])[CH:18]=2)[N:25]=1)([CH3:23])([CH3:22])[CH3:21]. The yield is 0.650.